From a dataset of Full USPTO retrosynthesis dataset with 1.9M reactions from patents (1976-2016). Predict the reactants needed to synthesize the given product. (1) The reactants are: [OH-].[Na+].[Br:3][C:4]1[C:8]([C:9](I)=[CH:10][C:11]([F:14])([F:13])[F:12])=[CH:7][S:6][CH:5]=1. Given the product [Br:3][C:4]1[C:8]([C:9]#[C:10][C:11]([F:13])([F:12])[F:14])=[CH:7][S:6][CH:5]=1, predict the reactants needed to synthesize it. (2) Given the product [C:5]([C:9]1([OH:17])[CH2:16][CH2:15][CH2:14][CH2:13][CH2:12][CH2:11][CH2:10]1)#[CH:6], predict the reactants needed to synthesize it. The reactants are: [C-]#[C-].[Li+].[Li+].[CH2:5](N)[CH2:6]N.[C:9]1(=[O:17])[CH2:16][CH2:15][CH2:14][CH2:13][CH2:12][CH2:11][CH2:10]1.[NH4+].[Cl-]. (3) Given the product [Br:11][C:12]1[CH:13]=[CH:14][C:15]([C@H:18]2[CH2:20][C@@H:19]2[CH:21]=[O:22])=[CH:16][CH:17]=1, predict the reactants needed to synthesize it. The reactants are: C(Cl)(=O)C(Cl)=O.CS(C)=O.[Br:11][C:12]1[CH:17]=[CH:16][C:15]([C@H:18]2[CH2:20][C@@H:19]2[CH2:21][OH:22])=[CH:14][CH:13]=1.C(N(CC)CC)C. (4) Given the product [C:1]1([C:20]2[CH:25]=[CH:24][CH:23]=[CH:22][CH:21]=2)[CH:6]=[CH:5][CH:4]=[C:3]([CH2:7][CH:8]2[C:15]3[CH:14]=[C:13]([C:16]([OH:18])=[O:17])[NH:12][C:11]=3[CH2:10][CH2:9]2)[CH:2]=1, predict the reactants needed to synthesize it. The reactants are: [C:1]1([C:20]2[CH:25]=[CH:24][CH:23]=[CH:22][CH:21]=2)[CH:6]=[CH:5][CH:4]=[C:3]([CH2:7][CH:8]2[C:15]3[CH:14]=[C:13]([C:16]([O:18]C)=[O:17])[NH:12][C:11]=3[CH2:10][CH2:9]2)[CH:2]=1.[OH-].[Li+].CO. (5) Given the product [CH2:1]([O:3][C:4](=[O:16])[CH2:5][N:6]1[C:14]2[C:9](=[CH:10][CH:11]=[C:12]([O:15][CH2:23][C:22]3[N:18]([CH3:17])[N:19]=[C:20]([C:26]4[CH:31]=[CH:30][C:29]([C:32]([F:35])([F:34])[F:33])=[CH:28][CH:27]=4)[C:21]=3[CH3:25])[CH:13]=2)[CH:8]=[CH:7]1)[CH3:2], predict the reactants needed to synthesize it. The reactants are: [CH2:1]([O:3][C:4](=[O:16])[CH2:5][N:6]1[C:14]2[C:9](=[CH:10][CH:11]=[C:12]([OH:15])[CH:13]=2)[CH:8]=[CH:7]1)[CH3:2].[CH3:17][N:18]1[C:22]([CH2:23]O)=[C:21]([CH3:25])[C:20]([C:26]2[CH:31]=[CH:30][C:29]([C:32]([F:35])([F:34])[F:33])=[CH:28][CH:27]=2)=[N:19]1.CN(C)C(N=NC(N(C)C)=O)=O.C(P(CCCC)CCCC)CCC. (6) Given the product [Br:23][CH2:24][C:12]1[CH:13]=[CH:14][CH:15]=[CH:16][C:11]=1[C:8]1[C:7]([C:18]([O:20][CH2:21][CH3:22])=[O:19])=[CH:6][CH:5]=[CH:10][CH:9]=1, predict the reactants needed to synthesize it. The reactants are: C(N[C:5]1[CH:6]=[C:7]([C:18]([O:20][CH2:21][CH3:22])=[O:19])[C:8]([C:11]2[CH:16]=[CH:15][CH:14]=[CH:13][C:12]=2Br)=[CH:9][CH:10]=1)(=O)C.[Br:23][C:24]1C=CC(C)=CC=1C(OCC)=O. (7) Given the product [Br:1][C:2]1[C:3]([O:12][CH2:13][CH:14]2[CH2:16][CH2:15]2)=[CH:4][C:5]([C:8]2[N:9]=[C:23]([C:24]([CH3:27])([CH3:26])[CH3:25])[O:11][N:10]=2)=[N:6][CH:7]=1, predict the reactants needed to synthesize it. The reactants are: [Br:1][C:2]1[C:3]([O:12][CH2:13][CH:14]2[CH2:16][CH2:15]2)=[CH:4][C:5]([C:8](=[N:10][OH:11])[NH2:9])=[N:6][CH:7]=1.C(=O)([O-])[O-].[K+].[K+].[C:23](Cl)(=O)[C:24]([CH3:27])([CH3:26])[CH3:25].